From a dataset of Retrosynthesis with 50K atom-mapped reactions and 10 reaction types from USPTO. Predict the reactants needed to synthesize the given product. (1) Given the product O=S(=O)(c1ccc(O)cc1)C1CCN(CCOCc2ccccc2)C1, predict the reactants needed to synthesize it. The reactants are: O=CCOCc1ccccc1.O=S(=O)(c1ccc(O)cc1)C1CCNC1. (2) Given the product COc1cccc(Oc2c(NS(=O)(=O)c3ccc(SC)cc3)cc(C(=O)Nc3ccccc3)cc2OCC(O)CO)c1, predict the reactants needed to synthesize it. The reactants are: COc1cccc(Oc2c(NS(=O)(=O)c3ccc(SC)cc3)cc(C(=O)O)cc2OCC(O)CO)c1.Nc1ccccc1. (3) Given the product CC(C)N1Cc2ccccc2C1CC(=O)O, predict the reactants needed to synthesize it. The reactants are: COC(=O)CC1c2ccccc2CN1C(C)C. (4) Given the product C[Si](C)(C)C#Cc1ccc(N)cc1, predict the reactants needed to synthesize it. The reactants are: C#C[Si](C)(C)C.Nc1ccc(Br)cc1.